Dataset: Forward reaction prediction with 1.9M reactions from USPTO patents (1976-2016). Task: Predict the product of the given reaction. (1) Given the reactants CO.[Cl:3][C:4]1[CH:9]=[CH:8][C:7]([N:10]2[CH:14]=[CH:13][CH:12]=[C:11]2/[CH:15]=[CH:16]/[C:17]([O:19][CH3:20])=[O:18])=[C:6]([C:21](=[O:31])[C:22]2[CH:27]=[CH:26][CH:25]=[C:24]([O:28][CH3:29])[C:23]=2[F:30])[CH:5]=1.[BH4-].[Na+], predict the reaction product. The product is: [Cl:3][C:4]1[CH:9]=[CH:8][C:7]([N:10]2[CH:14]=[CH:13][CH:12]=[C:11]2/[CH:15]=[CH:16]/[C:17]([O:19][CH3:20])=[O:18])=[C:6]([CH:21]([C:22]2[CH:27]=[CH:26][CH:25]=[C:24]([O:28][CH3:29])[C:23]=2[F:30])[OH:31])[CH:5]=1. (2) Given the reactants Cl[C:2]1[N:10]=[C:9]2[C:5]([N:6]=[CH:7][NH:8]2)=[C:4]([O:11][C:12]2[C:17]([CH3:18])=[CH:16][C:15]([CH:19]3[CH2:21][CH2:20]3)=[CH:14][C:13]=2[CH3:22])[N:3]=1.[NH2:23][C:24]1[CH:31]=[CH:30][C:27]([C:28]#[N:29])=[CH:26][CH:25]=1.FC(F)(F)C(O)=O, predict the reaction product. The product is: [CH:19]1([C:15]2[CH:16]=[C:17]([CH3:18])[C:12]([O:11][C:4]3[N:3]=[C:2]([NH:23][C:24]4[CH:31]=[CH:30][C:27]([C:28]#[N:29])=[CH:26][CH:25]=4)[N:10]=[C:9]4[C:5]=3[N:6]=[CH:7][NH:8]4)=[C:13]([CH3:22])[CH:14]=2)[CH2:21][CH2:20]1. (3) Given the reactants [O:1]1[C@H:3]2[CH2:4][C@@:5]3([CH3:38])[CH:9]([CH:10]4[CH2:11][C@H:12]([F:21])[C:13]5[C@@:18]([CH3:19])([C@:2]124)[CH:17]=[CH:16][C:15](=[O:20])[CH:14]=5)[CH2:8][C@@H:7]([CH3:22])[C@:6]3([O:26][C:27]([C:29]1[O:30][C:31]([O:34][C:35](=[O:37])[CH3:36])=[CH:32][CH:33]=1)=[O:28])[C:23]([OH:25])=[O:24].[CH2:39]1CCN2C(=NCCC2)CC1.S(OC)(OC)(=O)=O, predict the reaction product. The product is: [O:1]1[C@H:3]2[CH2:4][C@@:5]3([CH3:38])[CH:9]([CH:10]4[CH2:11][C@H:12]([F:21])[C:13]5[C@@:18]([CH3:19])([C@:2]124)[CH:17]=[CH:16][C:15](=[O:20])[CH:14]=5)[CH2:8][C@@H:7]([CH3:22])[C@:6]3([O:26][C:27]([C:29]1[O:30][C:31]([O:34][C:35](=[O:37])[CH3:36])=[CH:32][CH:33]=1)=[O:28])[C:23]([O:25][CH3:39])=[O:24]. (4) Given the reactants Br[C:2]1[CH:7]=[CH:6][C:5]([F:8])=[C:4]([F:9])[CH:3]=1.[F:10][C:11]1[CH:34]=[CH:33][C:14]([O:15][C:16]2[C:17](=[O:32])[NH:18][N:19]=[CH:20][C:21]=2[C:22]2[CH:27]=[CH:26][C:25]([S:28]([CH3:31])(=[O:30])=[O:29])=[CH:24][CH:23]=2)=[CH:13][CH:12]=1.N, predict the reaction product. The product is: [F:9][C:4]1[CH:3]=[C:2]([N:18]2[C:17](=[O:32])[C:16]([O:15][C:14]3[CH:33]=[CH:34][C:11]([F:10])=[CH:12][CH:13]=3)=[C:21]([C:22]3[CH:27]=[CH:26][C:25]([S:28]([CH3:31])(=[O:29])=[O:30])=[CH:24][CH:23]=3)[CH:20]=[N:19]2)[CH:7]=[CH:6][C:5]=1[F:8]. (5) Given the reactants [CH3:1][N:2]([CH3:28])[CH2:3][CH2:4][N:5]1[C:9]2[CH:10]=[CH:11][C:12]([S:14]([C@@H:17]3[CH2:21][CH2:20][N:19]([CH3:22])[CH2:18]3)(=[O:16])=[O:15])=[CH:13][C:8]=2[N:7]=[C:6]1[CH2:23][C:24]([CH3:27])([CH3:26])[CH3:25].[ClH:29].C(OCC)(=O)C, predict the reaction product. The product is: [ClH:29].[ClH:29].[CH3:1][N:2]([CH3:28])[CH2:3][CH2:4][N:5]1[C:9]2[CH:10]=[CH:11][C:12]([S:14]([C@@H:17]3[CH2:21][CH2:20][N:19]([CH3:22])[CH2:18]3)(=[O:15])=[O:16])=[CH:13][C:8]=2[N:7]=[C:6]1[CH2:23][C:24]([CH3:26])([CH3:25])[CH3:27]. (6) The product is: [C:39]1([S:45]([OH:48])(=[O:47])=[O:46])[CH:44]=[CH:43][CH:42]=[CH:41][CH:40]=1.[C:1]([N:4]1[CH2:9][CH2:8][N:7]([C:10]2[N:11]([CH2:32][C:33]([F:36])([F:35])[F:34])[C:12]3[C:17]([N:18]=2)=[C:16]([N:19]2[CH2:20][CH2:21][O:22][CH2:23][CH2:24]2)[N:15]=[C:14]([C:25]2[CH:26]=[N:27][C:28]([NH2:31])=[N:29][CH:30]=2)[N:13]=3)[CH2:6][C@H:5]1[CH3:37])(=[O:3])[CH3:2]. Given the reactants [C:1]([N:4]1[CH2:9][CH2:8][N:7]([C:10]2[N:11]([CH2:32][C:33]([F:36])([F:35])[F:34])[C:12]3[C:17]([N:18]=2)=[C:16]([N:19]2[CH2:24][CH2:23][O:22][CH2:21][CH2:20]2)[N:15]=[C:14]([C:25]2[CH:26]=[N:27][C:28]([NH2:31])=[N:29][CH:30]=2)[N:13]=3)[CH2:6][C@H:5]1[CH3:37])(=[O:3])[CH3:2].O.[C:39]1([S:45]([OH:48])(=[O:47])=[O:46])[CH:44]=[CH:43][CH:42]=[CH:41][CH:40]=1, predict the reaction product. (7) Given the reactants [NH2:1][C:2]1[CH:7]=[CH:6][CH:5]=[CH:4][C:3]=1[C:8]([F:11])([F:10])[F:9].[C:12]([N:19]1[CH2:24][CH2:23][C:22](=O)[CH2:21][CH2:20]1)([O:14][C:15]([CH3:18])([CH3:17])[CH3:16])=[O:13].C([BH3-])#N.[Na+].[OH-].[Na+], predict the reaction product. The product is: [C:15]([O:14][C:12]([N:19]1[CH2:24][CH2:23][CH:22]([NH:1][C:2]2[CH:7]=[CH:6][CH:5]=[CH:4][C:3]=2[C:8]([F:9])([F:10])[F:11])[CH2:21][CH2:20]1)=[O:13])([CH3:18])([CH3:16])[CH3:17].